Dataset: Forward reaction prediction with 1.9M reactions from USPTO patents (1976-2016). Task: Predict the product of the given reaction. (1) Given the reactants [CH:1]1([CH2:7][C@H:8]([NH:21]C(=O)OC(C)(C)C)[CH2:9][N:10]2[C:18](=[O:19])[C:17]3[C:12](=[CH:13][CH:14]=[CH:15][CH:16]=3)[C:11]2=[O:20])[CH2:6][CH2:5][CH2:4][CH2:3][CH2:2]1.O1CCOCC1.Cl, predict the reaction product. The product is: [NH2:21][C@@H:8]([CH2:7][CH:1]1[CH2:6][CH2:5][CH2:4][CH2:3][CH2:2]1)[CH2:9][N:10]1[C:11](=[O:20])[C:12]2[C:17](=[CH:16][CH:15]=[CH:14][CH:13]=2)[C:18]1=[O:19]. (2) Given the reactants [Br:1][C:2]1[CH:3]=[C:4]([N:9]2[CH2:14][CH2:13][O:12][CH2:11][CH2:10]2)[C:5](=[O:8])[NH:6][CH:7]=1.[H-].[Na+].Br[CH2:18][CH2:19][NH:20][C:21](=[O:27])[O:22][C:23]([CH3:26])([CH3:25])[CH3:24], predict the reaction product. The product is: [Br:1][C:2]1[CH:3]=[C:4]([N:9]2[CH2:14][CH2:13][O:12][CH2:11][CH2:10]2)[C:5](=[O:8])[N:6]([CH2:18][CH2:19][NH:20][C:21](=[O:27])[O:22][C:23]([CH3:26])([CH3:25])[CH3:24])[CH:7]=1.